Dataset: Full USPTO retrosynthesis dataset with 1.9M reactions from patents (1976-2016). Task: Predict the reactants needed to synthesize the given product. (1) Given the product [NH:1]([C:7]([O:9][CH2:10][CH:11]1[C:12]2[C:17](=[CH:16][CH:15]=[CH:14][CH:13]=2)[C:18]2[C:23]1=[CH:22][CH:21]=[CH:20][CH:19]=2)=[O:8])[CH2:2][CH2:3][C:4]([O:6][C:30]([C:47]1[CH:52]=[CH:51][CH:50]=[CH:49][CH:48]=1)([C:39]1[CH:46]=[CH:45][C:42]([O:43][CH3:44])=[CH:41][CH:40]=1)[C:31]1[CH:32]=[CH:33][C:34]([O:35][CH3:36])=[CH:37][CH:38]=1)=[O:5].[NH2:24][CH:25]([CH2:28][OH:29])[CH2:26][OH:27], predict the reactants needed to synthesize it. The reactants are: [NH:1]([C:7]([O:9][CH2:10][CH:11]1[C:23]2[C:18](=[CH:19][CH:20]=[CH:21][CH:22]=2)[C:17]2[C:12]1=[CH:13][CH:14]=[CH:15][CH:16]=2)=[O:8])[CH2:2][CH2:3][C:4]([OH:6])=[O:5].[NH2:24][CH:25]([CH2:28][OH:29])[CH2:26][OH:27].[C:30](Cl)([C:47]1[CH:52]=[CH:51][CH:50]=[CH:49][CH:48]=1)([C:39]1[CH:46]=[CH:45][C:42]([O:43][CH3:44])=[CH:41][CH:40]=1)[C:31]1[CH:38]=[CH:37][C:34]([O:35][CH3:36])=[CH:33][CH:32]=1.CO. (2) Given the product [CH3:24][O:25][C:26]1[CH:27]=[C:28]([S:32]([NH:1][C:2]2[CH:7]=[N:6][CH:5]=[C:4]([C:8]3[S:12][C:11]([C:13]4[CH:14]=[C:15]5[C:19](=[CH:20][CH:21]=4)[C:18](=[O:22])[N:17]([CH3:23])[CH2:16]5)=[CH:10][CH:9]=3)[CH:3]=2)(=[O:34])=[O:33])[CH:29]=[CH:30][CH:31]=1, predict the reactants needed to synthesize it. The reactants are: [NH2:1][C:2]1[CH:3]=[C:4]([C:8]2[S:12][C:11]([C:13]3[CH:14]=[C:15]4[C:19](=[CH:20][CH:21]=3)[C:18](=[O:22])[N:17]([CH3:23])[CH2:16]4)=[CH:10][CH:9]=2)[CH:5]=[N:6][CH:7]=1.[CH3:24][O:25][C:26]1[CH:27]=[C:28]([S:32](Cl)(=[O:34])=[O:33])[CH:29]=[CH:30][CH:31]=1. (3) Given the product [CH2:1]([C:8]1[CH:9]=[N:10][C:11]2[C:16]([C:17]=1[C:18]1[CH:19]=[C:20]([CH:21]=[CH:22][CH:23]=1)[CH2:24][O:25][C:38]1[CH:39]=[CH:40][C:35]([C:34]#[C:33][C:32]([OH:43])=[O:31])=[CH:36][CH:37]=1)=[CH:15][CH:14]=[CH:13][C:12]=2[C:26]([F:29])([F:27])[F:28])[C:2]1[CH:7]=[CH:6][CH:5]=[CH:4][CH:3]=1, predict the reactants needed to synthesize it. The reactants are: [CH2:1]([C:8]1[CH:9]=[N:10][C:11]2[C:16]([C:17]=1[C:18]1[CH:19]=[C:20]([CH2:24][OH:25])[CH:21]=[CH:22][CH:23]=1)=[CH:15][CH:14]=[CH:13][C:12]=2[C:26]([F:29])([F:28])[F:27])[C:2]1[CH:7]=[CH:6][CH:5]=[CH:4][CH:3]=1.C[O:31][C:32](=[O:43])[C:33]#[C:34][C:35]1[CH:40]=[CH:39][C:38](CO)=[CH:37][CH:36]=1. (4) Given the product [C:25]([NH:26][C@H:27]1[CH2:31][CH2:30][N:29]([C:9]2[CH:8]=[CH:7][C:3]([C:4]([NH2:6])=[O:5])=[C:2]([NH:19][C:16]3[CH:17]=[N:18][C:13]([F:12])=[CH:14][CH:15]=3)[N:10]=2)[CH2:28]1)(=[O:32])[CH:33]=[CH2:34], predict the reactants needed to synthesize it. The reactants are: Cl[C:2]1[N:10]=[C:9](Cl)[CH:8]=[CH:7][C:3]=1[C:4]([NH2:6])=[O:5].[F:12][C:13]1[N:18]=[CH:17][C:16]([NH2:19])=[CH:15][CH:14]=1.C(O[C:25](=[O:32])[NH:26][C@H:27]1[CH2:31][CH2:30][NH:29][CH2:28]1)(C)(C)C.[C:33](O)(=O)[CH:34]=C.